Dataset: Full USPTO retrosynthesis dataset with 1.9M reactions from patents (1976-2016). Task: Predict the reactants needed to synthesize the given product. (1) Given the product [C:11]1([C:10](=[N:1][CH2:2][C:3]([O:5][C:6]([CH3:9])([CH3:8])[CH3:7])=[O:4])[C:18]2[CH:19]=[CH:20][CH:21]=[CH:22][CH:23]=2)[CH:16]=[CH:15][CH:14]=[CH:13][CH:12]=1, predict the reactants needed to synthesize it. The reactants are: [NH2:1][CH2:2][C:3]([O:5][C:6]([CH3:9])([CH3:8])[CH3:7])=[O:4].[C:10]([C:18]1[CH:23]=[CH:22][CH:21]=[CH:20][CH:19]=1)(=O)[C:11]1[CH:16]=[CH:15][CH:14]=[CH:13][CH:12]=1.CC1C=CC(S(O)(=O)=O)=CC=1. (2) The reactants are: [Cl:1][C:2]1[C:3]([CH:30]=O)=[C:4]([C:26]([F:29])([F:28])[F:27])[CH:5]=[C:6]2[C:11]=1[N:10]=[CH:9][N:8]([CH2:12][C:13]1[CH:18]=[C:17]([Cl:19])[CH:16]=[CH:15][C:14]=1[S:20]([CH2:23][CH3:24])(=[O:22])=[O:21])[C:7]2=[O:25].[CH3:32][N:33]([C@H:41]1[CH2:46][CH2:45][CH2:44][NH:43][CH2:42]1)C(=O)OC(C)(C)C. Given the product [Cl:1][C:2]1[C:3]([CH2:30][N:43]2[CH2:44][CH2:45][CH2:46][C@H:41]([NH:33][CH3:32])[CH2:42]2)=[C:4]([C:26]([F:29])([F:27])[F:28])[CH:5]=[C:6]2[C:11]=1[N:10]=[CH:9][N:8]([CH2:12][C:13]1[CH:18]=[C:17]([Cl:19])[CH:16]=[CH:15][C:14]=1[S:20]([CH2:23][CH3:24])(=[O:22])=[O:21])[C:7]2=[O:25], predict the reactants needed to synthesize it. (3) Given the product [C:1]([C:5]1[N:9]([CH2:10][CH:11]2[CH2:16][CH2:15][O:14][CH2:13][CH2:12]2)[C:8]2[CH:17]=[CH:18][C:19]([S:21]([N:28]3[CH:27]=[C:26]([CH3:25])[CH:30]=[N:29]3)(=[O:23])=[O:22])=[CH:20][C:7]=2[N:6]=1)([CH3:4])([CH3:3])[CH3:2], predict the reactants needed to synthesize it. The reactants are: [C:1]([C:5]1[N:9]([CH2:10][CH:11]2[CH2:16][CH2:15][O:14][CH2:13][CH2:12]2)[C:8]2[CH:17]=[CH:18][C:19]([S:21](Cl)(=[O:23])=[O:22])=[CH:20][C:7]=2[N:6]=1)([CH3:4])([CH3:3])[CH3:2].[CH3:25][C:26]1[CH:27]=[N:28][NH:29][CH:30]=1.